Dataset: Reaction yield outcomes from USPTO patents with 853,638 reactions. Task: Predict the reaction yield, written as a fraction of the theoretical maximum amount of product (1.0 means a 100% yield; for example, 0.34 means a 34% yield). The reactants are Br[C:2]1[C:3]([F:19])=[CH:4][C:5]2[O:11][CH2:10][CH2:9][N:8]3[CH:12]=[C:13]([C:15]([NH2:17])=[O:16])[N:14]=[C:7]3[C:6]=2[CH:18]=1.[CH3:20][N:21]1[CH:25]=[C:24]([C:26]([OH:30])([C:28]#[CH:29])[CH3:27])[N:23]=[C:22]1[CH3:31]. No catalyst specified. The product is [CH3:20][N:21]1[CH:25]=[C:24]([C:26]([OH:30])([CH3:27])[C:28]#[C:29][C:2]2[C:3]([F:19])=[CH:4][C:5]3[O:11][CH2:10][CH2:9][N:8]4[CH:12]=[C:13]([C:15]([NH2:17])=[O:16])[N:14]=[C:7]4[C:6]=3[CH:18]=2)[N:23]=[C:22]1[CH3:31]. The yield is 0.0400.